From a dataset of Catalyst prediction with 721,799 reactions and 888 catalyst types from USPTO. Predict which catalyst facilitates the given reaction. Reactant: Br[C:2]1[CH:3]=[CH:4][C:5]([N:15]2[CH2:20][CH2:19][CH2:18][CH2:17][CH:16]2[CH3:21])=[C:6](/[CH:8]=[CH:9]/[C:10]([O:12][CH2:13][CH3:14])=[O:11])[CH:7]=1.[CH2:22]([O:26][CH2:27][CH2:28][O:29][C:30]1[CH:35]=[CH:34][C:33](OB(O)O)=[CH:32][CH:31]=1)[CH2:23][CH2:24][CH3:25].C(=O)([O-])[O-].[K+].[K+]. Product: [CH2:22]([O:26][CH2:27][CH2:28][O:29][C:30]1[CH:31]=[CH:32][C:33]([C:2]2[CH:3]=[CH:4][C:5]([N:15]3[CH2:20][CH2:19][CH2:18][CH2:17][CH:16]3[CH3:21])=[C:6](/[CH:8]=[CH:9]/[C:10]([O:12][CH2:13][CH3:14])=[O:11])[CH:7]=2)=[CH:34][CH:35]=1)[CH2:23][CH2:24][CH3:25]. The catalyst class is: 460.